Dataset: Catalyst prediction with 721,799 reactions and 888 catalyst types from USPTO. Task: Predict which catalyst facilitates the given reaction. (1) Reactant: [H-].[H-].[H-].[H-].[Li+].[Al+3].[C:7]1([C:13]#[C:14][C:15]2[N:19]3[CH:20]=[CH:21][CH:22]=[CH:23][C:18]3=[N:17][C:16]=2[C:24](OCC)=[O:25])[CH:12]=[CH:11][CH:10]=[CH:9][CH:8]=1.S(=O)(=O)(O)O. Product: [C:7]1([C:13]#[C:14][C:15]2[N:19]3[CH:20]=[CH:21][CH:22]=[CH:23][C:18]3=[N:17][C:16]=2[CH2:24][OH:25])[CH:8]=[CH:9][CH:10]=[CH:11][CH:12]=1. The catalyst class is: 30. (2) Product: [CH2:15]([N:18]1[CH2:19][CH2:20][N:21]([CH2:24][CH2:25][CH2:26][O:14][C:8]2[CH:7]=[C:6]3[C:11]([C:2]([Cl:1])=[N:3][CH:4]=[N:5]3)=[CH:10][C:9]=2[O:12][CH3:13])[CH2:22][CH2:23]1)[CH:16]=[CH2:17]. The catalyst class is: 2. Reactant: [Cl:1][C:2]1[C:11]2[C:6](=[CH:7][C:8]([OH:14])=[C:9]([O:12][CH3:13])[CH:10]=2)[N:5]=[CH:4][N:3]=1.[CH2:15]([N:18]1[CH2:23][CH2:22][N:21]([CH2:24][CH2:25][CH2:26]O)[CH2:20][CH2:19]1)[CH:16]=[CH2:17].N(C([O-])=O)=NC([O-])=O. (3) Product: [NH:16]([C:2]1[N:7]=[CH:6][C:5]([C:8]([N:10]2[CH2:15][CH2:14][O:13][CH2:12][CH2:11]2)=[O:9])=[CH:4][CH:3]=1)[NH2:17]. The catalyst class is: 8. Reactant: Cl[C:2]1[N:7]=[CH:6][C:5]([C:8]([N:10]2[CH2:15][CH2:14][O:13][CH2:12][CH2:11]2)=[O:9])=[CH:4][CH:3]=1.[NH2:16][NH2:17].C(N(CC)CC)C. (4) Reactant: Cl[C:2]1[C:11]2[C:6](=[CH:7][C:8]([O:14][CH3:15])=[C:9]([O:12][CH3:13])[CH:10]=2)[N:5]=[CH:4][CH:3]=1.[CH3:16][C:17]1[CH:22]=[CH:21][C:20]([C:23]([CH3:25])=[O:24])=[C:19]([OH:26])[CH:18]=1. Product: [CH3:13][O:12][C:9]1[CH:10]=[C:11]2[C:6](=[CH:7][C:8]=1[O:14][CH3:15])[N:5]=[CH:4][CH:3]=[C:2]2[O:26][C:19]1[CH:18]=[C:17]([CH3:16])[CH:22]=[CH:21][C:20]=1[C:23](=[O:24])[CH3:25]. The catalyst class is: 420. (5) Reactant: C(OC(=O)[NH:7][C:8]1([C:12]2[CH:17]=[CH:16][C:15]([C:18]3[C:19]([C:33]4[CH:38]=[CH:37][CH:36]=[CH:35][CH:34]=4)=[CH:20][C:21]4[N:26]([CH2:27][C:28](=[O:30])[CH3:29])[C:25](=[O:31])[CH2:24][O:23][C:22]=4[N:32]=3)=[CH:14][CH:13]=2)[CH2:11][CH2:10][CH2:9]1)(C)(C)C.[H-].[Na+].ClCC(=O)C.[NH4+].[Cl-]. Product: [NH2:7][C:8]1([C:12]2[CH:13]=[CH:14][C:15]([C:18]3[C:19]([C:33]4[CH:34]=[CH:35][CH:36]=[CH:37][CH:38]=4)=[CH:20][C:21]4[N:26]([CH2:27][C:28](=[O:30])[CH3:29])[C:25](=[O:31])[CH2:24][O:23][C:22]=4[N:32]=3)=[CH:16][CH:17]=2)[CH2:11][CH2:10][CH2:9]1. The catalyst class is: 3. (6) Reactant: N1(OC(N(C)C)=[N+](C)C)C2C=CC=CC=2N=N1.CN1CCOCC1.[CH3:25][N:26]([C:33]1[N:38]2[N:39]=[CH:40][C:41]([CH2:42][CH2:43][C:44](O)=[O:45])=[C:37]2[N:36]=[CH:35][N:34]=1)[C:27]1[CH:32]=[CH:31][CH:30]=[CH:29][CH:28]=1.[NH2:47][C:48]1[CH:57]=[CH:56][C:51]([C:52]([O:54][CH3:55])=[O:53])=[CH:50][CH:49]=1. Product: [O:45]=[C:44]([NH:47][C:48]1[CH:49]=[CH:50][C:51]([C:52]([O:54][CH3:55])=[O:53])=[CH:56][CH:57]=1)[CH2:43][CH2:42][C:41]1[CH:40]=[N:39][N:38]2[C:33]([N:26]([CH3:25])[C:27]3[CH:32]=[CH:31][CH:30]=[CH:29][CH:28]=3)=[N:34][CH:35]=[N:36][C:37]=12. The catalyst class is: 31. (7) Reactant: C([O-])([O-])=O.[K+].[K+].[NH2:7][C@H:8]([C:10]([OH:12])=[O:11])[CH3:9].[C:13](O[C:13]([O:15][C:16]([CH3:19])([CH3:18])[CH3:17])=[O:14])([O:15][C:16]([CH3:19])([CH3:18])[CH3:17])=[O:14]. Product: [NH:7]([C:13]([O:15][C:16]([CH3:19])([CH3:18])[CH3:17])=[O:14])[C@H:8]([C:10]([OH:12])=[O:11])[CH3:9]. The catalyst class is: 90. (8) Reactant: Br[C:2]1[C:3]([C:9]#[N:10])=[N:4][C:5]([CH3:8])=[CH:6][CH:7]=1.[NH:11]1[CH:15]=[CH:14][CH:13]=[N:12]1.CN[C@H]1CCCC[C@@H]1NC.C([O-])([O-])=O.[Cs+].[Cs+]. Product: [CH3:8][C:5]1[N:4]=[C:3]([C:9]#[N:10])[C:2]([N:11]2[CH:15]=[CH:14][CH:13]=[N:12]2)=[CH:7][CH:6]=1. The catalyst class is: 122.